This data is from Reaction yield outcomes from USPTO patents with 853,638 reactions. The task is: Predict the reaction yield, written as a fraction of the theoretical maximum amount of product (1.0 means a 100% yield; for example, 0.34 means a 34% yield). (1) The reactants are [CH2:1]([O:3][C:4](=[O:13])[C:5]1[C:10](Cl)=[CH:9][C:8]([Cl:12])=[N:7][CH:6]=1)[CH3:2].[CH2:14]([O:16][C:17](=[O:30])[CH2:18][CH2:19][NH:20][C:21]1[CH:22]=[C:23]2[C:27](=[CH:28][CH:29]=1)[CH2:26][CH2:25][CH2:24]2)[CH3:15].C(N(CC)CC)C. The catalyst is CN(C=O)C. The product is [CH2:1]([O:3][C:4](=[O:13])[C:5]1[C:10]([N:20]([CH2:19][CH2:18][C:17]([O:16][CH2:14][CH3:15])=[O:30])[C:21]2[CH:22]=[C:23]3[C:27](=[CH:28][CH:29]=2)[CH2:26][CH2:25][CH2:24]3)=[CH:9][C:8]([Cl:12])=[N:7][CH:6]=1)[CH3:2]. The yield is 0.440. (2) The reactants are [F:1][C:2]1[C:3](I)=[CH:4][C:5](=[O:21])[N:6]([CH2:8][CH2:9][C@@:10]([CH3:20])([S:16]([CH3:19])(=[O:18])=[O:17])[C:11]([O:13][CH2:14][CH3:15])=[O:12])[CH:7]=1.C(N(C(C)C)CC)(C)C.[C:32]1([C:38]#[CH:39])[CH:37]=[CH:36][CH:35]=[CH:34][CH:33]=1. The catalyst is O1CCCC1.CCOC(C)=O.C1C=CC([P]([Pd]([P](C2C=CC=CC=2)(C2C=CC=CC=2)C2C=CC=CC=2)([P](C2C=CC=CC=2)(C2C=CC=CC=2)C2C=CC=CC=2)[P](C2C=CC=CC=2)(C2C=CC=CC=2)C2C=CC=CC=2)(C2C=CC=CC=2)C2C=CC=CC=2)=CC=1.[Cu](I)I. The product is [F:1][C:2]1[C:3]([C:39]#[C:38][C:32]2[CH:37]=[CH:36][CH:35]=[CH:34][CH:33]=2)=[CH:4][C:5](=[O:21])[N:6]([CH2:8][CH2:9][C@@:10]([CH3:20])([S:16]([CH3:19])(=[O:18])=[O:17])[C:11]([O:13][CH2:14][CH3:15])=[O:12])[CH:7]=1. The yield is 0.826.